Dataset: Forward reaction prediction with 1.9M reactions from USPTO patents (1976-2016). Task: Predict the product of the given reaction. (1) Given the reactants [F:1][C:2]([F:45])([F:44])[C:3]1[CH:4]=[C:5](/[C:13](=[N:37]\[S:38]([C:40]([CH3:43])([CH3:42])[CH3:41])=[O:39])/[C@@H:14]2[CH2:18][CH2:17][C@@H:16]([C:19]3[C:24]([Cl:25])=[CH:23][N:22]=[C:21]([C:26]([F:29])([F:28])[F:27])[CH:20]=3)[N:15]2[C:30]([O:32][C:33]([CH3:36])([CH3:35])[CH3:34])=[O:31])[CH:6]=[C:7]([C:9]([F:12])([F:11])[F:10])[CH:8]=1.ClC1C=CC(C(F)(F)F)=CC=1[C@H]1N(C(OC(C)(C)C)=O)[C@H](C(OCC)=O)CC1.CC(C[AlH]CC(C)C)C.[NH4+].[Cl-], predict the reaction product. The product is: [F:12][C:9]([F:10])([F:11])[C:7]1[CH:6]=[C:5]([C@@H:13]([NH:37][S:38]([C:40]([CH3:43])([CH3:42])[CH3:41])=[O:39])[C@@H:14]2[CH2:18][CH2:17][C@@H:16]([C:19]3[C:24]([Cl:25])=[CH:23][N:22]=[C:21]([C:26]([F:29])([F:28])[F:27])[CH:20]=3)[N:15]2[C:30]([O:32][C:33]([CH3:36])([CH3:34])[CH3:35])=[O:31])[CH:4]=[C:3]([C:2]([F:45])([F:44])[F:1])[CH:8]=1. (2) Given the reactants [CH3:1][O:2][C:3]1[N:8]=[CH:7][C:6]([OH:9])=[CH:5][CH:4]=1.C([O-])([O-])=O.[K+].[K+].[CH3:16][O:17][CH2:18]Br, predict the reaction product. The product is: [CH3:1][O:2][C:3]1[CH:4]=[CH:5][C:6]([O:9][CH2:16][O:17][CH3:18])=[CH:7][N:8]=1. (3) Given the reactants O.[F:2][C:3]1[C:22]([N:23]2[C:28](=[O:29])[CH:27]=[C:26]([C:30]([F:33])([F:32])[F:31])[N:25]([CH3:34])[C:24]2=[O:35])=[CH:21][C:6]([O:7][C:8]2[C:9]([O:14][CH:15]([C:17]([O:19][CH3:20])=[O:18])[CH3:16])=[N:10][CH:11]=[CH:12][CH:13]=2)=[C:5]([N+:36]([O-])=O)[CH:4]=1, predict the reaction product. The product is: [NH2:36][C:5]1[CH:4]=[C:3]([F:2])[C:22]([N:23]2[C:28](=[O:29])[CH:27]=[C:26]([C:30]([F:31])([F:33])[F:32])[N:25]([CH3:34])[C:24]2=[O:35])=[CH:21][C:6]=1[O:7][C:8]1[C:9]([O:14][CH:15]([C:17]([O:19][CH3:20])=[O:18])[CH3:16])=[N:10][CH:11]=[CH:12][CH:13]=1. (4) Given the reactants [Br-].[O:2]1[C:6]2[CH:7]=[CH:8][C:9]([CH2:11][P+](C3C=CC=CC=3)(C3C=CC=CC=3)C3C=CC=CC=3)=[CH:10][C:5]=2[O:4][CH2:3]1.[C:31]([C:35]1[CH:40]=[CH:39][C:38]([CH2:41][CH:42]([CH3:45])[CH:43]=O)=[CH:37][CH:36]=1)([CH3:34])([CH3:33])[CH3:32].CC(O)=O, predict the reaction product. The product is: [C:31]([C:35]1[CH:36]=[CH:37][C:38]([CH2:41][CH:42]([CH3:45])[CH:43]=[CH:11][C:9]2[CH:8]=[CH:7][C:6]3[O:2][CH2:3][O:4][C:5]=3[CH:10]=2)=[CH:39][CH:40]=1)([CH3:34])([CH3:33])[CH3:32]. (5) The product is: [Cl:1][C:2]1[CH:7]=[CH:6][C:5]([CH:8]2[C:13]3[N:14]4[N:19]=[C:18]([CH3:20])[S:17][C:15]4=[N:16][C:12]=3[CH2:11][CH2:10][N:9]2[C:21](=[O:32])[CH2:22][O:23][C:24]2[C:25]([Cl:31])=[N:26][C:27]([N:38]3[CH2:39][CH2:40][C:35]([F:41])([F:34])[CH2:36][CH2:37]3)=[CH:28][CH:29]=2)=[C:4]([F:33])[CH:3]=1. Given the reactants [Cl:1][C:2]1[CH:7]=[CH:6][C:5]([CH:8]2[C:13]3[N:14]4[N:19]=[C:18]([CH3:20])[S:17][C:15]4=[N:16][C:12]=3[CH2:11][CH2:10][N:9]2[C:21](=[O:32])[CH2:22][O:23][C:24]2[C:25]([Cl:31])=[N:26][C:27](I)=[CH:28][CH:29]=2)=[C:4]([F:33])[CH:3]=1.[F:34][C:35]1([F:41])[CH2:40][CH2:39][NH:38][CH2:37][CH2:36]1, predict the reaction product. (6) Given the reactants [C:1]([O:5][C:6]([N:8]([CH3:55])[C@@H:9]([CH3:54])[C:10]([NH:12][C@H:13]([C:33](=[O:53])[C@H:34]1[C@H:39]([C:40](=[O:52])[NH:41][C@H:42]2[C:51]3[C:46](=[CH:47][CH:48]=[CH:49][CH:50]=3)[CH2:45][CH2:44][CH2:43]2)[CH2:38][CH:37]=[CH:36][CH2:35]1)[CH2:14][C:15]1[CH:32]=[CH:31][C:18]([O:19][CH2:20][C:21]2[CH:30]=[CH:29][C:24]([C:25]([O:27]C)=[O:26])=[CH:23][CH:22]=2)=[CH:17][CH:16]=1)=[O:11])=[O:7])([CH3:4])([CH3:3])[CH3:2].[OH-].[Na+].Cl, predict the reaction product. The product is: [C:1]([O:5][C:6]([N:8]([CH3:55])[C@@H:9]([CH3:54])[C:10]([NH:12][C@H:13]([C:33](=[O:53])[C@H:34]1[C@H:39]([C:40](=[O:52])[NH:41][C@H:42]2[C:51]3[C:46](=[CH:47][CH:48]=[CH:49][CH:50]=3)[CH2:45][CH2:44][CH2:43]2)[CH2:38][CH:37]=[CH:36][CH2:35]1)[CH2:14][C:15]1[CH:32]=[CH:31][C:18]([O:19][CH2:20][C:21]2[CH:30]=[CH:29][C:24]([C:25]([OH:27])=[O:26])=[CH:23][CH:22]=2)=[CH:17][CH:16]=1)=[O:11])=[O:7])([CH3:3])([CH3:4])[CH3:2].